From a dataset of Forward reaction prediction with 1.9M reactions from USPTO patents (1976-2016). Predict the product of the given reaction. (1) Given the reactants [CH2:1]([N:8]1[CH:12]=[C:11]([CH2:13][NH:14][CH3:15])[CH:10]=[N:9]1)[C:2]1[CH:7]=[CH:6][CH:5]=[CH:4][CH:3]=1.[Cl:16][C:17]1[C:22]([O:23][C:24]2[CH:25]=[C:26]([CH:30]=[CH:31][CH:32]=2)[C:27](O)=[O:28])=[C:21]([F:33])[C:20]([C@@H:34]([NH:37][S@:38]([C:40]([CH3:43])([CH3:42])[CH3:41])=[O:39])[CH2:35][CH3:36])=[CH:19][CH:18]=1, predict the reaction product. The product is: [CH3:41][C:40]([S:38]([NH:37][C@H:34]([C:20]1[C:21]([F:33])=[C:22]([C:17]([Cl:16])=[CH:18][CH:19]=1)[O:23][C:24]1[CH:25]=[C:26]([CH:30]=[CH:31][CH:32]=1)[C:27]([N:14]([CH2:13][C:11]1[CH:10]=[N:9][N:8]([CH2:1][C:2]2[CH:7]=[CH:6][CH:5]=[CH:4][CH:3]=2)[CH:12]=1)[CH3:15])=[O:28])[CH2:35][CH3:36])=[O:39])([CH3:42])[CH3:43]. (2) Given the reactants Cl.Cl.[O:3]1[C:8]2=[CH:9][CH:10]=[CH:11][C:7]2=[CH:6][C:5]([CH:12]2[CH2:17][CH2:16][CH2:15][CH2:14][N:13]2[CH2:18][CH2:19][C@H:20]2[CH2:25][CH2:24][C@H:23]([NH2:26])[CH2:22][CH2:21]2)=[CH:4]1.[F:27][C:28]([F:39])([F:38])[C:29](O[C:29](=[O:30])[C:28]([F:39])([F:38])[F:27])=[O:30], predict the reaction product. The product is: [O:3]1[C:8]2=[CH:9][CH:10]=[CH:11][C:7]2=[CH:6][C:5]([CH:12]2[CH2:17][CH2:16][CH2:15][CH2:14][N:13]2[CH2:18][CH2:19][C@H:20]2[CH2:21][CH2:22][C@H:23]([NH:26][C:29](=[O:30])[C:28]([F:39])([F:38])[F:27])[CH2:24][CH2:25]2)=[CH:4]1. (3) The product is: [CH3:22][C:21]1[CH:20]=[CH:19][C:14]([C:15]([O:17][CH3:18])=[O:16])=[CH:13][C:12]=1[N:6]1[C:5](=[O:23])[C:4]2[C:9](=[CH:10][CH:11]=[C:2]([N:83]3[CH2:88][CH2:87][NH:86][CH2:85][CH2:84]3)[CH:3]=2)[N:8]=[CH:7]1. Given the reactants Br[C:2]1[CH:3]=[C:4]2[C:9](=[CH:10][CH:11]=1)[N:8]=[CH:7][N:6]([C:12]1[CH:13]=[C:14]([CH:19]=[CH:20][C:21]=1[CH3:22])[C:15]([O:17][CH3:18])=[O:16])[C:5]2=[O:23].C([O-])([O-])=O.[Cs+].[Cs+].C1(P(C2C=CC=CC=2)C2C=CC3C(=CC=CC=3)C=2C2C3C(=CC=CC=3)C=CC=2P(C2C=CC=CC=2)C2C=CC=CC=2)C=CC=CC=1.C([N:83]1[CH2:88][CH2:87][NH:86][CH2:85][CH2:84]1)(OC(C)(C)C)=O.Cl, predict the reaction product. (4) Given the reactants [CH:1]([C@:4]1([C:15]([N:17]2[CH2:22][CH2:21][N:20]([C:23]3[CH:28]=[C:27]([C:29]([F:32])([F:31])[F:30])[CH:26]=[CH:25][N:24]=3)[CH2:19][CH2:18]2)=[O:16])[CH2:8][CH2:7][C@@H:6]([NH:9][CH:10]2[CH2:14][CH2:13][O:12][CH2:11]2)[CH2:5]1)([CH3:3])[CH3:2].C=O.[BH3-][C:36]#N.[Na+], predict the reaction product. The product is: [CH:1]([C@:4]1([C:15]([N:17]2[CH2:18][CH2:19][N:20]([C:23]3[CH:28]=[C:27]([C:29]([F:32])([F:30])[F:31])[CH:26]=[CH:25][N:24]=3)[CH2:21][CH2:22]2)=[O:16])[CH2:8][CH2:7][C@@H:6]([N:9]([CH3:36])[CH:10]2[CH2:14][CH2:13][O:12][CH2:11]2)[CH2:5]1)([CH3:3])[CH3:2]. (5) Given the reactants C[Mg]Br.Br[C:5]1[CH:6]=[C:7]([C:18]#[N:19])[N:8]([NH:10][C:11](=[O:17])[O:12][C:13]([CH3:16])([CH3:15])[CH3:14])[CH:9]=1.C([Li])CCC.CCCCCC.[CH2:31]=[O:32], predict the reaction product. The product is: [C:13]([O:12][C:11](=[O:17])[NH:10][N:8]1[CH:9]=[C:5]([CH2:31][OH:32])[CH:6]=[C:7]1[C:18]#[N:19])([CH3:16])([CH3:15])[CH3:14]. (6) Given the reactants [Cl:1][C:2]1[CH:3]=[C:4]([C:8]2[O:9][C:10]([CH3:34])=[C:11]([CH2:13][N:14]3[C:22]4[C:17](=[CH:18][C:19]([C:23]([OH:32])([C:28]([F:31])([F:30])[F:29])[C:24]([F:27])([F:26])[F:25])=[CH:20][CH:21]=4)[CH:16]=[C:15]3[CH3:33])[N:12]=2)[CH:5]=[CH:6][CH:7]=1.CN([CH:38]=[O:39])C.O=P(Cl)(Cl)Cl, predict the reaction product. The product is: [Cl:1][C:2]1[CH:3]=[C:4]([C:8]2[O:9][C:10]([CH3:34])=[C:11]([CH2:13][N:14]3[C:22]4[C:17](=[CH:18][C:19]([C:23]([OH:32])([C:24]([F:26])([F:27])[F:25])[C:28]([F:29])([F:30])[F:31])=[CH:20][CH:21]=4)[C:16]([CH:38]=[O:39])=[C:15]3[CH3:33])[N:12]=2)[CH:5]=[CH:6][CH:7]=1. (7) Given the reactants Br[C:2]1[CH:7]=[CH:6][CH:5]=[C:4]([Br:8])[N:3]=1.[NH:9]1[CH2:13][CH2:12][CH:11]([OH:14])[CH2:10]1.CCCCCCC=CCCC, predict the reaction product. The product is: [Br:8][C:4]1[N:3]=[C:2]([N:9]2[CH2:13][CH2:12][CH:11]([OH:14])[CH2:10]2)[CH:7]=[CH:6][CH:5]=1. (8) Given the reactants [C:1]1([C:21]2[CH:26]=[CH:25][CH:24]=[CH:23][CH:22]=2)[CH:6]=[CH:5][C:4]([C:7]2[C:8]([CH3:20])=[N:9][N:10]([C:13]3[CH:14]=[C:15]([OH:19])[CH:16]=[CH:17][CH:18]=3)[C:11]=2[CH3:12])=[CH:3][CH:2]=1.Br[C:28]1[CH:29]=[C:30]([CH:38]=[CH:39][CH:40]=1)[O:31][C:32]1[CH:37]=[CH:36][CH:35]=[CH:34][N:33]=1.N1C=CC=CC=1C(O)=O.[O-]P([O-])([O-])=O.[K+].[K+].[K+], predict the reaction product. The product is: [C:1]1([C:21]2[CH:22]=[CH:23][CH:24]=[CH:25][CH:26]=2)[CH:6]=[CH:5][C:4]([C:7]2[C:8]([CH3:20])=[N:9][N:10]([C:13]3[CH:14]=[C:15]([CH:16]=[CH:17][CH:18]=3)[O:19][C:28]3[CH:29]=[C:30]([CH:38]=[CH:39][CH:40]=3)[O:31][C:32]3[CH:37]=[CH:36][CH:35]=[CH:34][N:33]=3)[C:11]=2[CH3:12])=[CH:3][CH:2]=1.